Dataset: Forward reaction prediction with 1.9M reactions from USPTO patents (1976-2016). Task: Predict the product of the given reaction. (1) The product is: [CH3:1][C:2]1[C:3]([C:9]2[CH:27]=[CH:26][C:12]3[N:13]=[C:14]([C:16]4[CH:25]=[CH:24][C:19]([C:20]([OH:22])=[O:21])=[CH:18][CH:17]=4)[O:15][C:11]=3[CH:10]=2)=[N:4][NH:5][C:6](=[O:8])[CH:7]=1. Given the reactants [CH3:1][C:2]1[C:3]([C:9]2[CH:27]=[CH:26][C:12]3[N:13]=[C:14]([C:16]4[CH:25]=[CH:24][C:19]([C:20]([O:22]C)=[O:21])=[CH:18][CH:17]=4)[O:15][C:11]=3[CH:10]=2)=[N:4][NH:5][C:6](=[O:8])[CH:7]=1.[OH-].[Na+].C(O)(=O)CC(CC(O)=O)(C(O)=O)O, predict the reaction product. (2) The product is: [Cl:1][C:2]1[CH:3]=[CH:4][C:5]([F:20])=[C:6]([C:8]2[N:13]=[C:12]([NH:28][C:27]3[CH:26]=[CH:25][N:24]=[CH:23][C:22]=3[CH3:21])[C:11]3[CH2:15][C:16]([CH3:19])([CH3:18])[CH2:17][C:10]=3[N:9]=2)[CH:7]=1. Given the reactants [Cl:1][C:2]1[CH:3]=[CH:4][C:5]([F:20])=[C:6]([C:8]2[N:13]=[C:12](I)[C:11]3[CH2:15][C:16]([CH3:19])([CH3:18])[CH2:17][C:10]=3[N:9]=2)[CH:7]=1.[CH3:21][C:22]1[CH:23]=[N:24][CH:25]=[CH:26][C:27]=1[NH2:28].C1C=CC(P(C2C=CC3C(=CC=CC=3)C=2C2C3C(=CC=CC=3)C=CC=2P(C2C=CC=CC=2)C2C=CC=CC=2)C2C=CC=CC=2)=CC=1.C([O-])([O-])=O.[Cs+].[Cs+].C(O)(C(F)(F)F)=O, predict the reaction product. (3) Given the reactants CN(CC)C.[CH:6]1([C:9]([N:11]2[CH2:17][CH2:16][CH:15]3[CH2:18][N:19](C(OC(C)(C)C)=O)[CH2:20][CH2:21][N:14]3[C:13]3[N:29]=[CH:30][CH:31]=[CH:32][C:12]2=3)=O)[CH2:8][CH2:7]1.[OH-].[Na+].FC(F)(F)C(O)=O, predict the reaction product. The product is: [CH:6]1([CH2:9][N:11]2[CH2:17][CH2:16][CH:15]3[CH2:18][NH:19][CH2:20][CH2:21][N:14]3[C:13]3[N:29]=[CH:30][CH:31]=[CH:32][C:12]2=3)[CH2:7][CH2:8]1. (4) Given the reactants [H-].[Na+].[F:3][C:4]1[C:9]([F:10])=[CH:8][CH:7]=[CH:6][C:5]=1[OH:11].Br[CH2:13][CH2:14][CH2:15][C@H:16]1[CH2:21][CH2:20][C@H:19]([C@H:22]2[CH2:27][CH2:26][C@H:25]([CH2:28][CH2:29][CH3:30])[CH2:24][CH2:23]2)[CH2:18][CH2:17]1, predict the reaction product. The product is: [F:3][C:4]1[C:9]([F:10])=[CH:8][CH:7]=[CH:6][C:5]=1[O:11][CH2:30][CH2:29][CH2:28][C@H:25]1[CH2:26][CH2:27][C@H:22]([C@H:19]2[CH2:18][CH2:17][C@H:16]([CH2:15][CH2:14][CH3:13])[CH2:21][CH2:20]2)[CH2:23][CH2:24]1. (5) Given the reactants [C:1]([O:5][C:6](=[O:13])[C@H:7]([CH2:9][CH:10]1[CH2:12][CH2:11]1)[NH2:8])([CH3:4])([CH3:3])[CH3:2].[CH:14](OCC#N)=[O:15], predict the reaction product. The product is: [C:1]([O:5][C:6](=[O:13])[C@H:7]([CH2:9][CH:10]1[CH2:12][CH2:11]1)[NH:8][CH:14]=[O:15])([CH3:4])([CH3:2])[CH3:3]. (6) Given the reactants Br[CH2:2][CH2:3][CH2:4][N:5]1[S:9](=[O:11])(=[O:10])[N:8]([C:12]2[CH:17]=[CH:16][C:15]([Cl:18])=[CH:14][CH:13]=2)[C:7]2[CH:19]=[CH:20][CH:21]=[CH:22][C:6]1=2.[CH:23]1([NH2:26])[CH2:25][CH2:24]1, predict the reaction product. The product is: [Cl:18][C:15]1[CH:16]=[CH:17][C:12]([N:8]2[C:7]3[CH:19]=[CH:20][CH:21]=[CH:22][C:6]=3[N:5]([CH2:4][CH2:3][CH2:2][NH:26][CH:23]3[CH2:25][CH2:24]3)[S:9]2(=[O:11])=[O:10])=[CH:13][CH:14]=1. (7) Given the reactants N[C:2]12[CH2:9][CH2:8][C:5]([C:10]3[NH:18][C:17]4[C:16](=[O:19])[N:15]([CH2:20][CH2:21][CH3:22])[C:14](=[O:23])[N:13]([CH2:24][CH2:25][CH3:26])[C:12]=4[N:11]=3)([CH2:6][CH2:7]1)[CH2:4][CH2:3]2.[C:27]([O:32]C)(=[O:31])[C@@H:28]([CH3:30])[OH:29].N(OCCC(C)C)=O.[Li+].[OH-], predict the reaction product. The product is: [O:23]=[C:14]1[N:13]([CH2:24][CH2:25][CH3:26])[C:12]2[N:11]=[C:10]([C:5]34[CH2:6][CH2:7][C:2]([O:29][C@H:28]([CH3:30])[C:27]([OH:32])=[O:31])([CH2:9][CH2:8]3)[CH2:3][CH2:4]4)[NH:18][C:17]=2[C:16](=[O:19])[N:15]1[CH2:20][CH2:21][CH3:22]. (8) Given the reactants [Cl:1][C:2]1[CH:3]=[C:4]([C@@H:9]([OH:22])[CH2:10][N:11]([CH2:19][CH2:20]O)C(=O)OC(C)(C)C)[CH:5]=[CH:6][C:7]=1[Cl:8].C1(P(C2C=CC=CC=2)C2C=CC=CC=2)C=CC=CC=1.C(OC(N=NC(=O)OC(C)C)=O)(C)C.Cl.[CH3:57][C:58]1[CH:84]=[CH:83][C:61]([C:62]([O:64][C@H:65]([C@@H:69]([O:73][C:74](=[O:82])[C:75]2[CH:80]=[CH:79][C:78]([CH3:81])=[CH:77][CH:76]=2)[C:70]([OH:72])=[O:71])[C:66]([OH:68])=[O:67])=[O:63])=[CH:60][CH:59]=1, predict the reaction product. The product is: [CH3:57][C:58]1[CH:59]=[CH:60][C:61]([C:62]([O:64][C@H:65]([C@@H:69]([O:73][C:74](=[O:82])[C:75]2[CH:76]=[CH:77][C:78]([CH3:81])=[CH:79][CH:80]=2)[C:70]([OH:72])=[O:71])[C:66]([OH:68])=[O:67])=[O:63])=[CH:83][CH:84]=1.[Cl:1][C:2]1[CH:3]=[C:4]([C@H:9]2[O:22][CH2:20][CH2:19][NH:11][CH2:10]2)[CH:5]=[CH:6][C:7]=1[Cl:8]. (9) The product is: [C:22]1([CH:17]([C:11]2[CH:12]=[CH:13][CH:14]=[CH:15][CH:16]=2)[CH2:18][OH:19])[CH:23]=[CH:24][CH:25]=[CH:26][CH:27]=1. Given the reactants [H-].C([Al+]CC(C)C)C(C)C.[C:11]1([CH:17]([C:22]2[CH:27]=[CH:26][CH:25]=[CH:24][CH:23]=2)[C:18](OC)=[O:19])[CH:16]=[CH:15][CH:14]=[CH:13][CH:12]=1.CO.[OH-].[Na+], predict the reaction product.